This data is from Catalyst prediction with 721,799 reactions and 888 catalyst types from USPTO. The task is: Predict which catalyst facilitates the given reaction. (1) Reactant: Cl[C:2]1[C:7]([S:8]([C:11]2[CH:16]=[CH:15][C:14]([O:17][CH3:18])=[CH:13][CH:12]=2)(=[O:10])=[O:9])=[CH:6][CH:5]=[C:4]([CH3:19])[N:3]=1.[CH3:20][C:21]1[CH:27]=[C:26]([CH3:28])[CH:25]=[C:24]([CH3:29])[C:22]=1[NH2:23]. Product: [CH3:18][O:17][C:14]1[CH:15]=[CH:16][C:11]([S:8]([C:7]2[C:2]([NH:23][C:22]3[C:24]([CH3:29])=[CH:25][C:26]([CH3:28])=[CH:27][C:21]=3[CH3:20])=[N:3][C:4]([CH3:19])=[CH:5][CH:6]=2)(=[O:10])=[O:9])=[CH:12][CH:13]=1. The catalyst class is: 196. (2) Reactant: [NH2:1][C:2]1[C:3]2[N:4]([C:8]([C@@H:26]3[CH2:30][CH2:29][CH2:28][NH:27]3)=[N:9][C:10]=2[C:11]2[CH:25]=[CH:24][C:14]([C:15]([NH:17][C:18]3[CH:23]=[CH:22][CH:21]=[CH:20][N:19]=3)=[O:16])=[CH:13][CH:12]=2)[CH:5]=[CH:6][N:7]=1.C(N(CC)CC)C.Cl.[N:39]1([CH2:44]/[CH:45]=[CH:46]/[C:47](O)=[O:48])[CH2:43][CH2:42][CH2:41][CH2:40]1.CN(C(ON1N=NC2C=CC=NC1=2)=[N+](C)C)C.F[P-](F)(F)(F)(F)F. Product: [NH2:1][C:2]1[C:3]2[N:4]([C:8]([C@@H:26]3[CH2:30][CH2:29][CH2:28][N:27]3[C:47](=[O:48])/[CH:46]=[CH:45]/[CH2:44][N:39]3[CH2:43][CH2:42][CH2:41][CH2:40]3)=[N:9][C:10]=2[C:11]2[CH:25]=[CH:24][C:14]([C:15]([NH:17][C:18]3[CH:23]=[CH:22][CH:21]=[CH:20][N:19]=3)=[O:16])=[CH:13][CH:12]=2)[CH:5]=[CH:6][N:7]=1. The catalyst class is: 4. (3) Reactant: [C:1]([O:5][C:6](=[O:29])[CH2:7][O:8][NH:9][C:10]([C@@H:12]1[CH2:18][CH2:17][C@@H:16]2[CH2:19][N:13]1[C:14](=[O:28])[N:15]2[O:20]CC1C=CC=CC=1)=[O:11])([CH3:4])([CH3:3])[CH3:2].[H][H]. Product: [C:1]([O:5][C:6](=[O:29])[CH2:7][O:8][NH:9][C:10]([C@@H:12]1[CH2:18][CH2:17][C@@H:16]2[CH2:19][N:13]1[C:14](=[O:28])[N:15]2[OH:20])=[O:11])([CH3:4])([CH3:2])[CH3:3]. The catalyst class is: 19. (4) Reactant: [C:1]1([C:7]2[C:16]3[C:11](=[CH:12][CH:13]=[CH:14][CH:15]=3)[NH:10][C:9](=[O:17])[N:8]=2)[CH:6]=[CH:5][CH:4]=[CH:3][CH:2]=1.[CH3:18][Mg]Br.[NH4+].[Cl-]. The catalyst class is: 1. Product: [CH3:18][C:7]1([C:1]2[CH:2]=[CH:3][CH:4]=[CH:5][CH:6]=2)[C:16]2[C:11](=[CH:12][CH:13]=[CH:14][CH:15]=2)[NH:10][C:9](=[O:17])[NH:8]1. (5) Reactant: F[C:2]1[CH:7]=[CH:6][C:5]([I:8])=[CH:4][C:3]=1[N+:9]([O-:11])=[O:10].[CH2:12]([OH:16])[CH2:13][C:14]#[CH:15].C(=O)([O-])[O-].[K+].[K+].C(OCC)(=O)C. Product: [CH2:12]([O:16][C:2]1[CH:7]=[CH:6][C:5]([I:8])=[CH:4][C:3]=1[N+:9]([O-:11])=[O:10])[CH2:13][C:14]#[CH:15]. The catalyst class is: 35. (6) Reactant: [C:1]([O:11]C)(=O)/[CH:2]=[CH:3]/[C:4]1[CH:9]=[CH:8][CH:7]=[CH:6][CH:5]=1.[NH2:13][NH2:14]. Product: [C:4]1([CH2:3][CH2:2][C:1]([NH:13][NH2:14])=[O:11])[CH:9]=[CH:8][CH:7]=[CH:6][CH:5]=1. The catalyst class is: 5.